Dataset: Catalyst prediction with 721,799 reactions and 888 catalyst types from USPTO. Task: Predict which catalyst facilitates the given reaction. (1) Reactant: [CH2:1]([N:8]([C:23]([O:25][CH2:26][C:27]1[CH:32]=[CH:31][CH:30]=[CH:29][CH:28]=1)=[O:24])[C@H:9]1[CH2:14][CH2:13][N:12](C(OC(C)(C)C)=O)[CH2:11][C@H:10]1[F:22])[C:2]1[CH:7]=[CH:6][CH:5]=[CH:4][CH:3]=1.Cl. Product: [CH2:1]([N:8]([C@H:9]1[CH2:14][CH2:13][NH:12][CH2:11][C@H:10]1[F:22])[C:23](=[O:24])[O:25][CH2:26][C:27]1[CH:32]=[CH:31][CH:30]=[CH:29][CH:28]=1)[C:2]1[CH:7]=[CH:6][CH:5]=[CH:4][CH:3]=1. The catalyst class is: 269. (2) Reactant: [Cl:1][C:2]1[C:7]2[N:8]=[C:9]([CH2:19][O:20][CH2:21][CH3:22])[N:10]([NH:11]C(=O)OC(C)(C)C)[C:6]=2[C:5]([CH3:23])=[C:4]([CH3:24])[N:3]=1.FC(F)(F)C(O)=O. Product: [Cl:1][C:2]1[C:7]2[N:8]=[C:9]([CH2:19][O:20][CH2:21][CH3:22])[N:10]([NH2:11])[C:6]=2[C:5]([CH3:23])=[C:4]([CH3:24])[N:3]=1. The catalyst class is: 4. (3) Reactant: C1(P(C2C=CC=CC=2)C2C=CC=CC=2)C=CC=CC=1.N(C(OC(C)C)=O)=NC(OC(C)C)=O.[Cl:34][C:35]1[CH:40]=[CH:39][C:38]([CH2:41][C:42]2[C:51]3[C:46](=[CH:47][CH:48]=[CH:49][CH:50]=3)[C:45](=[O:52])[NH:44][N:43]=2)=[CH:37][CH:36]=1.O[CH:54]1[CH2:59][CH2:58][N:57]([C:60]([O:62][C:63]([CH3:66])([CH3:65])[CH3:64])=[O:61])[CH2:56][CH2:55]1. Product: [Cl:34][C:35]1[CH:36]=[CH:37][C:38]([CH2:41][C:42]2[C:51]3[C:46](=[CH:47][CH:48]=[CH:49][CH:50]=3)[C:45](=[O:52])[N:44]([CH:54]3[CH2:59][CH2:58][N:57]([C:60]([O:62][C:63]([CH3:66])([CH3:65])[CH3:64])=[O:61])[CH2:56][CH2:55]3)[N:43]=2)=[CH:39][CH:40]=1. The catalyst class is: 7. (4) Reactant: [N+:1]([C:4]1[CH:5]=[C:6]([C:10]([C:12]2[C:20]3[C:15](=[N:16][CH:17]=[C:18]([C:21]4[CH:22]=[N:23][CH:24]=[CH:25][CH:26]=4)[CH:19]=3)[N:14]([S:27]([C:30]3[CH:35]=[CH:34][C:33]([CH3:36])=[CH:32][CH:31]=3)(=[O:29])=[O:28])[CH:13]=2)=[O:11])[CH:7]=[CH:8][CH:9]=1)([O-])=O.Cl. Product: [NH2:1][C:4]1[CH:5]=[C:6]([C:10]([C:12]2[C:20]3[C:15](=[N:16][CH:17]=[C:18]([C:21]4[CH:22]=[N:23][CH:24]=[CH:25][CH:26]=4)[CH:19]=3)[N:14]([S:27]([C:30]3[CH:31]=[CH:32][C:33]([CH3:36])=[CH:34][CH:35]=3)(=[O:29])=[O:28])[CH:13]=2)=[O:11])[CH:7]=[CH:8][CH:9]=1. The catalyst class is: 19. (5) Reactant: [S:1]1[CH:5]=[CH:4][C:3]2[C:6](=[O:9])[CH2:7][CH2:8][C:2]1=2.[OH-].[K+].C(O)(=[O:14])C.C(O)(=O)C.IC1C=CC=CC=1. Product: [OH:14][CH:7]1[CH2:8][C:2]2[S:1][CH:5]=[CH:4][C:3]=2[C:6]1=[O:9]. The catalyst class is: 5. (6) Reactant: [F:1][C:2]([F:53])([F:52])[C:3]1[CH:4]=[C:5]([C:13]([CH3:51])([CH3:50])[C:14]([N:16]([C:18]2[CH:19]=[N:20][C:21]([N:32]3[CH2:37][CH2:36][N:35]4[CH2:38][CH2:39][CH2:40][C@H:34]4[C@@H:33]3[CH2:41][O:42][Si](C(C)(C)C)(C)C)=[CH:22][C:23]=2[C:24]2[CH:29]=[CH:28][C:27]([F:30])=[CH:26][C:25]=2[CH3:31])[CH3:17])=[O:15])[CH:6]=[C:7]([C:9]([F:12])([F:11])[F:10])[CH:8]=1.N. Product: [F:12][C:9]([F:10])([F:11])[C:7]1[CH:6]=[C:5]([C:13]([CH3:51])([CH3:50])[C:14]([N:16]([C:18]2[CH:19]=[N:20][C:21]([N:32]3[CH2:37][CH2:36][N:35]4[CH2:38][CH2:39][CH2:40][C@H:34]4[C@@H:33]3[CH2:41][OH:42])=[CH:22][C:23]=2[C:24]2[CH:29]=[CH:28][C:27]([F:30])=[CH:26][C:25]=2[CH3:31])[CH3:17])=[O:15])[CH:4]=[C:3]([C:2]([F:1])([F:52])[F:53])[CH:8]=1. The catalyst class is: 240.